This data is from NCI-60 drug combinations with 297,098 pairs across 59 cell lines. The task is: Regression. Given two drug SMILES strings and cell line genomic features, predict the synergy score measuring deviation from expected non-interaction effect. (1) Drug 1: CC12CCC3C(C1CCC2=O)CC(=C)C4=CC(=O)C=CC34C. Drug 2: CC1C(C(CC(O1)OC2CC(CC3=C2C(=C4C(=C3O)C(=O)C5=C(C4=O)C(=CC=C5)OC)O)(C(=O)CO)O)N)O.Cl. Cell line: NCIH23. Synergy scores: CSS=48.9, Synergy_ZIP=3.03, Synergy_Bliss=3.84, Synergy_Loewe=3.59, Synergy_HSA=4.67. (2) Drug 1: CC12CCC3C(C1CCC2O)C(CC4=C3C=CC(=C4)O)CCCCCCCCCS(=O)CCCC(C(F)(F)F)(F)F. Drug 2: C1CC(=O)NC(=O)C1N2C(=O)C3=CC=CC=C3C2=O. Cell line: UACC-257. Synergy scores: CSS=-5.23, Synergy_ZIP=2.47, Synergy_Bliss=1.43, Synergy_Loewe=-4.20, Synergy_HSA=-4.18. (3) Drug 1: CC1OCC2C(O1)C(C(C(O2)OC3C4COC(=O)C4C(C5=CC6=C(C=C35)OCO6)C7=CC(=C(C(=C7)OC)O)OC)O)O. Drug 2: C(CCl)NC(=O)N(CCCl)N=O. Cell line: MCF7. Synergy scores: CSS=21.6, Synergy_ZIP=-0.243, Synergy_Bliss=4.67, Synergy_Loewe=-16.9, Synergy_HSA=0.831. (4) Drug 1: CCCCCOC(=O)NC1=NC(=O)N(C=C1F)C2C(C(C(O2)C)O)O. Drug 2: C1CN1C2=NC(=NC(=N2)N3CC3)N4CC4. Cell line: HT29. Synergy scores: CSS=21.5, Synergy_ZIP=2.95, Synergy_Bliss=5.96, Synergy_Loewe=-23.3, Synergy_HSA=-1.22.